Dataset: Reaction yield outcomes from USPTO patents with 853,638 reactions. Task: Predict the reaction yield, written as a fraction of the theoretical maximum amount of product (1.0 means a 100% yield; for example, 0.34 means a 34% yield). (1) The reactants are Cl.Cl.[C:3]1([C:9]2[N:14]=[N:13][C:12]([NH:15][NH2:16])=[CH:11][CH:10]=2)[CH:8]=[CH:7][CH:6]=[CH:5][CH:4]=1.[CH3:17][C:18]1[CH:27]=[CH:26][C:25]2[C:20](=[CH:21][CH:22]=[C:23]([CH2:28][C:29](O)=O)[CH:24]=2)[N:19]=1.Cl.CN(C)CCCN=C=NCC.O.ON1C2C=CC=CC=2N=N1.C(=O)([O-])[O-].[K+].[K+]. The catalyst is CN(C)C=O. The product is [CH3:17][C:18]1[CH:27]=[CH:26][C:25]2[C:20](=[CH:21][CH:22]=[C:23]([CH2:28][C:29]3[N:13]4[N:14]=[C:9]([C:3]5[CH:4]=[CH:5][CH:6]=[CH:7][CH:8]=5)[CH:10]=[CH:11][C:12]4=[N:15][N:16]=3)[CH:24]=2)[N:19]=1. The yield is 0.320. (2) The reactants are [C:1]1([N:7]([C:14]2[CH:19]=[CH:18][CH:17]=[CH:16][CH:15]=2)[C:8]2[CH:13]=[CH:12][CH:11]=[CH:10][CH:9]=2)[CH:6]=[CH:5][CH:4]=[CH:3][CH:2]=1.[Br:20]N1C(=O)CCC1=O.C(OCC)(=O)C. The catalyst is O. The product is [CH:17]1[CH:16]=[CH:15][C:14]([N:7]([C:1]2[CH:2]=[CH:3][C:4]([Br:20])=[CH:5][CH:6]=2)[C:8]2[CH:13]=[CH:12][CH:11]=[CH:10][CH:9]=2)=[CH:19][CH:18]=1. The yield is 0.660. (3) The reactants are C(N(C(C)C)CC)(C)C.Cl[CH2:11][O:12][CH3:13].[F:14][C:15]1[N:20]=[CH:19][C:18]([CH:21]([OH:23])[CH3:22])=[CH:17][CH:16]=1. The catalyst is C(Cl)Cl.C(Cl)(Cl)Cl.C(O)(C)C. The product is [F:14][C:15]1[CH:16]=[CH:17][C:18]([CH:21]([O:23][CH2:11][O:12][CH3:13])[CH3:22])=[CH:19][N:20]=1. The yield is 0.660. (4) The catalyst is O. The reactants are [Br:1][C:2]1[N:7]=[CH:6][C:5]([CH:8]=[O:9])=[CH:4][CH:3]=1.[CH2:10](O)[CH2:11][OH:12].C1(C)C=CC(S(O)(=O)=O)=CC=1.C1(C)C=CC=CC=1. The yield is 0.590. The product is [Br:1][C:2]1[CH:3]=[CH:4][C:5]([CH:8]2[O:12][CH2:11][CH2:10][O:9]2)=[CH:6][N:7]=1. (5) The reactants are C[O:2][C:3]1[CH:8]=[C:7]([C:9]2[CH:14]=[CH:13][C:12]([C:15]([F:18])([F:17])[F:16])=[CH:11][N:10]=2)[CH:6]=[CH:5][N:4]=1. The catalyst is Cl. The product is [F:18][C:15]([F:16])([F:17])[C:12]1[CH:13]=[CH:14][C:9]([C:7]2[CH:6]=[CH:5][NH:4][C:3](=[O:2])[CH:8]=2)=[N:10][CH:11]=1. The yield is 0.890.